This data is from Peptide-MHC class II binding affinity with 134,281 pairs from IEDB. The task is: Regression. Given a peptide amino acid sequence and an MHC pseudo amino acid sequence, predict their binding affinity value. This is MHC class II binding data. The peptide sequence is YKLGPSPKARSERPA. The MHC is DRB1_0802 with pseudo-sequence DRB1_0802. The binding affinity (normalized) is 0.